This data is from Full USPTO retrosynthesis dataset with 1.9M reactions from patents (1976-2016). The task is: Predict the reactants needed to synthesize the given product. The reactants are: [CH3:1][CH:2]1[C:5]([CH3:7])([CH3:6])[C:4]2([CH2:11][CH2:10][N:9]([C:12]([O:14]C(C)(C)C)=O)[CH2:8]2)[O:3]1.CC1(C)C2(CCN(C(OC(C)(C)C)=O)C2)OCC1.C(O)(C(F)(F)F)=O.CN(C)C=O.[Cl:49][C:50]1[CH:55]=[CH:54][C:53]([C:56]2(C(O)=O)[CH2:58][CH2:57]2)=[CH:52][CH:51]=1.F[P-](F)(F)(F)(F)F.N1(O[P+](N(C)C)(N(C)C)N(C)C)C2C=CC=CC=2N=N1.C(N(CC)C(C)C)(C)C. Given the product [Cl:49][C:50]1[CH:55]=[CH:54][C:53]([C:56]2([C:12]([N:9]3[CH2:10][CH2:11][C:4]4([O:3][CH2:1][CH2:2][C:5]4([CH3:6])[CH3:7])[CH2:8]3)=[O:14])[CH2:58][CH2:57]2)=[CH:52][CH:51]=1, predict the reactants needed to synthesize it.